This data is from Full USPTO retrosynthesis dataset with 1.9M reactions from patents (1976-2016). The task is: Predict the reactants needed to synthesize the given product. (1) Given the product [Cl:1][C:2]1[CH:9]=[CH:8][CH:7]=[C:6]2[C:3]=1[CH:4]=[N:12][NH:13]2, predict the reactants needed to synthesize it. The reactants are: [Cl:1][C:2]1[CH:9]=[CH:8][CH:7]=[C:6](F)[C:3]=1[CH:4]=O.O.[NH2:12][NH2:13].COCCOC. (2) Given the product [Cl:1][C:2]1[CH:7]=[CH:6][C:5]([C@@H:8]2[C@@:10]3([C:18]4[C:13](=[CH:14][CH:15]=[CH:16][CH:17]=4)[N:12]([C:19]4[CH:27]=[CH:26][CH:25]=[C:21]([C:22]([N:60]5[CH2:65][CH2:64][O:63][CH2:62][CH2:61]5)=[O:23])[CH:20]=4)[C:11]3=[O:28])[CH2:9]2)=[CH:4][CH:3]=1, predict the reactants needed to synthesize it. The reactants are: [Cl:1][C:2]1[CH:7]=[CH:6][C:5]([C@@H:8]2[C@@:10]3([C:18]4[C:13](=[CH:14][CH:15]=[CH:16][CH:17]=4)[N:12]([C:19]4[CH:20]=[C:21]([CH:25]=[CH:26][CH:27]=4)[C:22](O)=[O:23])[C:11]3=[O:28])[CH2:9]2)=[CH:4][CH:3]=1.F[B-](F)(F)F.N1(OC(N(C)C)=[N+](C)C)C2C=CC=CC=2N=N1.C(N(CC)C(C)C)(C)C.[NH:60]1[CH2:65][CH2:64][O:63][CH2:62][CH2:61]1. (3) Given the product [F:27][C:2]([F:1])([F:26])[C:3]1[CH:8]=[CH:7][C:6]([C:9]2[CH:10]=[C:11]([O:15][C:16]3[C:21]4[N:22]=[C:23]([NH:25][C:28](=[O:30])[CH3:29])[S:24][C:20]=4[CH:19]=[CH:18][CH:17]=3)[CH:12]=[N:13][CH:14]=2)=[CH:5][CH:4]=1, predict the reactants needed to synthesize it. The reactants are: [F:1][C:2]([F:27])([F:26])[C:3]1[CH:8]=[CH:7][C:6]([C:9]2[CH:10]=[C:11]([O:15][C:16]3[C:21]4[N:22]=[C:23]([NH2:25])[S:24][C:20]=4[CH:19]=[CH:18][CH:17]=3)[CH:12]=[N:13][CH:14]=2)=[CH:5][CH:4]=1.[C:28](OC(=O)C)(=[O:30])[CH3:29]. (4) The reactants are: [CH3:1][O:2][CH2:3][CH2:4][O:5][C:6]1[CH:7]=[C:8]2[C:20]([NH:21][C:22]3[CH:23]=[CH:24][CH:25]=[C:26]([C:28]#[CH:29])[CH:27]=3)=[N:19][CH:18]=[N:17][C:9]2=[CH:10][C:11]=1[O:12][CH2:13][CH2:14][O:15][CH3:16].[ClH:30].C(OCC)(=O)C. Given the product [CH3:1][O:2][CH2:3][CH2:4][O:5][C:6]1[CH:7]=[C:8]2[C:20]([NH:21][C:22]3[CH:23]=[CH:24][CH:25]=[C:26]([C:28]#[CH:29])[CH:27]=3)=[N:19][CH:18]=[N:17][C:9]2=[CH:10][C:11]=1[O:12][CH2:13][CH2:14][O:15][CH3:16].[ClH:30], predict the reactants needed to synthesize it.